From a dataset of Full USPTO retrosynthesis dataset with 1.9M reactions from patents (1976-2016). Predict the reactants needed to synthesize the given product. Given the product [NH2:22][C:23]([NH:1][C:2]1[CH:6]=[C:5]([C:7]2[CH:12]=[CH:11][CH:10]=[CH:9][C:8]=2[O:13][CH3:14])[S:4][C:3]=1[C:15]([NH2:17])=[O:16])=[O:24], predict the reactants needed to synthesize it. The reactants are: [NH2:1][C:2]1[CH:6]=[C:5]([C:7]2[CH:12]=[CH:11][CH:10]=[CH:9][C:8]=2[O:13][CH3:14])[S:4][C:3]=1[C:15]([NH2:17])=[O:16].C[Si]([N:22]=[C:23]=[O:24])(C)C.